From a dataset of Catalyst prediction with 721,799 reactions and 888 catalyst types from USPTO. Predict which catalyst facilitates the given reaction. (1) Reactant: [CH:1]1([NH2:4])[CH2:3][CH2:2]1.ClCCl.[CH3:8][C:9]([CH3:11])=O.[C:12]1(=[O:23])[O:18][C:16](=[O:17])[C:15]2=[CH:19][CH:20]=[CH:21][CH:22]=[C:14]2[CH2:13]1. Product: [CH:1]1([N:4]2[C:9]([CH3:11])([CH3:8])[CH:13]([C:12]([OH:18])=[O:23])[C:14]3[C:15](=[CH:19][CH:20]=[CH:21][CH:22]=3)[C:16]2=[O:17])[CH2:3][CH2:2]1. The catalyst class is: 22. (2) Reactant: [Br:1][C:2]1[CH:10]=[CH:9][C:5]([C:6]([OH:8])=O)=[CH:4][C:3]=1[O:11][CH:12]([F:14])[F:13].S(Cl)(Cl)=O.[Si](C=[N+]=[N-])(C)(C)[CH3:20].[BrH:26]. Product: [Br:26][CH2:20][C:6]([C:5]1[CH:9]=[CH:10][C:2]([Br:1])=[C:3]([O:11][CH:12]([F:14])[F:13])[CH:4]=1)=[O:8]. The catalyst class is: 59. (3) Reactant: [S:1]1[CH:5]=[CH:4][CH:3]=[C:2]1[CH2:6][NH2:7].[C:8]1(=O)[O:13][C:11](=[O:12])[C:10]2=[CH:14][CH:15]=[CH:16][CH:17]=[C:9]12. Product: [S:1]1[CH:5]=[CH:4][CH:3]=[C:2]1[CH2:6][N:7]1[C:11](=[O:12])[C:10]2[C:9](=[CH:17][CH:16]=[CH:15][CH:14]=2)[C:8]1=[O:13]. The catalyst class is: 11. (4) Reactant: [F:1][C:2]1[CH:7]=[CH:6][C:5]([S:8]([NH:11][C:12]2[CH:13]=[C:14]3[C:18](=[CH:19][CH:20]=2)[N:17]([CH3:21])[CH:16]=[C:15]3[CH:22]2[CH2:27][CH2:26][NH:25][CH2:24][CH2:23]2)(=[O:10])=[O:9])=[CH:4][CH:3]=1.[F:28][C:29]([F:37])([F:36])[C@H:30]([OH:35])[CH2:31][C:32](O)=[O:33].CN(CCCN=C=N)C.ON1C2C=CC=CC=2N=N1.C(N(CC)CC)C. Product: [F:1][C:2]1[CH:7]=[CH:6][C:5]([S:8]([NH:11][C:12]2[CH:13]=[C:14]3[C:18](=[CH:19][CH:20]=2)[N:17]([CH3:21])[CH:16]=[C:15]3[CH:22]2[CH2:27][CH2:26][N:25]([C:32](=[O:33])[CH2:31][C@@H:30]([OH:35])[C:29]([F:37])([F:36])[F:28])[CH2:24][CH2:23]2)(=[O:9])=[O:10])=[CH:4][CH:3]=1. The catalyst class is: 3. (5) Reactant: Cl.[NH2:2][CH2:3][CH2:4][CH2:5][CH2:6][CH2:7][C:8]([O:10][CH3:11])=[O:9].[F:12][C:13]([F:20])([F:19])[C:14](OCC)=[O:15].C(N(CC)CC)C. Product: [F:12][C:13]([F:20])([F:19])[C:14]([NH:2][CH2:3][CH2:4][CH2:5][CH2:6][CH2:7][C:8]([O:10][CH3:11])=[O:9])=[O:15]. The catalyst class is: 5. (6) Reactant: [CH3:1][O:2][N:3]([CH3:31])[C:4]([C@@H:6]1[CH2:10][C@@H:9]([S:11][C:12]([C:25]2[CH:30]=[CH:29][CH:28]=[CH:27][CH:26]=2)([C:19]2[CH:24]=[CH:23][CH:22]=[CH:21][CH:20]=2)[C:13]2[CH:18]=[CH:17][CH:16]=[CH:15][CH:14]=2)[CH2:8][NH:7]1)=[O:5].N1C=CC=CC=1.[CH2:38]([O:42][C:43](Cl)=[O:44])[CH2:39][CH2:40][CH3:41]. Product: [CH2:38]([O:42][C:43]([N:7]1[CH2:8][C@H:9]([S:11][C:12]([C:25]2[CH:30]=[CH:29][CH:28]=[CH:27][CH:26]=2)([C:13]2[CH:18]=[CH:17][CH:16]=[CH:15][CH:14]=2)[C:19]2[CH:20]=[CH:21][CH:22]=[CH:23][CH:24]=2)[CH2:10][C@H:6]1[C:4](=[O:5])[N:3]([O:2][CH3:1])[CH3:31])=[O:44])[CH2:39][CH2:40][CH3:41]. The catalyst class is: 1.